Dataset: Catalyst prediction with 721,799 reactions and 888 catalyst types from USPTO. Task: Predict which catalyst facilitates the given reaction. (1) Reactant: [C:1]([O:5][C:6](=[O:16])[NH:7][C@H:8]([CH:13]([CH3:15])[CH3:14])[C:9](=[O:12])[CH:10]=[CH2:11])([CH3:4])([CH3:3])[CH3:2].I[C:18]1[CH:19]=[C:20]([O:24][CH3:25])[CH:21]=[CH:22][CH:23]=1.C(N(CC)CC)C. Product: [C:1]([O:5][C:6](=[O:16])[NH:7][C@H:8]([CH:13]([CH3:14])[CH3:15])[C:9](=[O:12])/[CH:10]=[CH:11]/[C:18]1[CH:23]=[CH:22][CH:21]=[C:20]([O:24][CH3:25])[CH:19]=1)([CH3:4])([CH3:3])[CH3:2]. The catalyst class is: 524. (2) Reactant: Cl[C:2]1[CH:7]=[C:6]([Cl:8])[N:5]=[CH:4][N:3]=1.CC1(C)C(C)(C)OB([C:17]2[CH:18]=[N:19][N:20]([C:22]([C:35]3[CH:40]=[CH:39][CH:38]=[CH:37][CH:36]=3)([C:29]3[CH:34]=[CH:33][CH:32]=[CH:31][CH:30]=3)[C:23]3[CH:28]=[CH:27][CH:26]=[CH:25][CH:24]=3)[CH:21]=2)O1.C(=O)([O-])[O-].[Na+].[Na+].CC(O)C. Product: [Cl:8][C:6]1[CH:7]=[C:2]([C:17]2[CH:18]=[N:19][N:20]([C:22]([C:29]3[CH:34]=[CH:33][CH:32]=[CH:31][CH:30]=3)([C:23]3[CH:24]=[CH:25][CH:26]=[CH:27][CH:28]=3)[C:35]3[CH:40]=[CH:39][CH:38]=[CH:37][CH:36]=3)[CH:21]=2)[N:3]=[CH:4][N:5]=1. The catalyst class is: 189. (3) Reactant: [C:1]([C:3]([C:6]1[CH:7]=[C:8]([CH:12]=[CH:13][CH:14]=1)[C:9]([OH:11])=[O:10])([CH3:5])[CH3:4])#[N:2].[OH:15][Li].O.OO. Product: [NH2:2][C:1](=[O:15])[C:3]([C:6]1[CH:7]=[C:8]([CH:12]=[CH:13][CH:14]=1)[C:9]([OH:11])=[O:10])([CH3:5])[CH3:4]. The catalyst class is: 14. (4) The catalyst class is: 54. Product: [C:19]([O:22][CH:23]1[C:24]([O:69][CH:70]([O:72][CH2:73][CH3:74])[CH3:71])([CH3:68])[CH2:25][CH2:26][CH:27]([OH:60])[CH2:28][C:29]([O:31][CH:32](/[C:37](/[CH3:59])=[CH:38]/[CH:39]=[CH:40]/[CH:41]([CH3:58])[CH2:42][CH:43]2[O:57][CH:44]2[CH:45]([CH3:56])[CH:46]([O:49][C:50](=[O:55])[CH2:51][O:52][CH2:53][CH3:54])[CH2:47][CH3:48])[CH:33]([CH3:36])[CH:34]=[CH:35]1)=[O:30])(=[O:21])[CH3:20]. Reactant: [F-].C([N+](CCCC)(CCCC)CCCC)CCC.[C:19]([O:22][CH:23]1[C:24]([O:69][CH:70]([O:72][CH2:73][CH3:74])[CH3:71])([CH3:68])[CH2:25][CH2:26][CH:27]([O:60][Si](C(C)(C)C)(C)C)[CH2:28][C:29]([O:31][CH:32](/[C:37](/[CH3:59])=[CH:38]/[CH:39]=[CH:40]/[CH:41]([CH3:58])[CH2:42][CH:43]2[O:57][CH:44]2[CH:45]([CH3:56])[CH:46]([O:49][C:50](=[O:55])[CH2:51][O:52][CH2:53][CH3:54])[CH2:47][CH3:48])[CH:33]([CH3:36])[CH:34]=[CH:35]1)=[O:30])(=[O:21])[CH3:20].